This data is from Catalyst prediction with 721,799 reactions and 888 catalyst types from USPTO. The task is: Predict which catalyst facilitates the given reaction. (1) Reactant: Cl.[NH2:2][CH2:3][CH2:4][CH2:5][CH2:6][CH2:7][CH2:8][C:9]([N:11]1[CH2:16][CH2:15][CH:14]([C:17]2[C:25]3[C:20](=[CH:21][CH:22]=[CH:23][CH:24]=3)[NH:19][CH:18]=2)[CH2:13][CH2:12]1)=O. Product: [NH2:2][CH2:3][CH2:4][CH2:5][CH2:6][CH2:7][CH2:8][CH2:9][N:11]1[CH2:16][CH2:15][CH:14]([C:17]2[C:25]3[C:20](=[CH:21][CH:22]=[CH:23][CH:24]=3)[NH:19][CH:18]=2)[CH2:13][CH2:12]1. The catalyst class is: 662. (2) Reactant: [F:1][C:2]1([F:47])[CH2:7][CH2:6][CH:5]([C:8]2[C:17]3[CH:16]([OH:18])[CH2:15][C:14]([CH3:20])([CH3:19])[CH2:13][C:12]=3[N:11]=[C:10]([CH:21]3[CH2:26][CH2:25][N:24]([C:27]4[N:32]=[CH:31][C:30](C=O)=[CH:29][N:28]=4)[CH2:23][CH2:22]3)[C:9]=2[CH:35]([F:46])[C:36]2[CH:41]=[CH:40][C:39]([C:42]([F:45])([F:44])[F:43])=[CH:38][CH:37]=2)[CH2:4][CH2:3]1.[C:48]([OH:51])(=O)[CH3:49].[CH3:52][NH:53][CH2:54]CO.C(O[BH-](OC(=O)C)OC(=O)C)(=O)C.[Na+].C(=O)([O-])O.[Na+]. Product: [F:1][C:2]1([F:47])[CH2:3][CH2:4][CH:5]([C:8]2[C:17]3[CH:16]([OH:18])[CH2:15][C:14]([CH3:20])([CH3:19])[CH2:13][C:12]=3[N:11]=[C:10]([CH:21]3[CH2:26][CH2:25][N:24]([C:27]4[N:32]=[CH:31][C:30]([CH2:52][N:53]([CH2:49][CH2:48][OH:51])[CH3:54])=[CH:29][N:28]=4)[CH2:23][CH2:22]3)[C:9]=2[CH:35]([F:46])[C:36]2[CH:41]=[CH:40][C:39]([C:42]([F:45])([F:43])[F:44])=[CH:38][CH:37]=2)[CH2:6][CH2:7]1. The catalyst class is: 7. (3) Reactant: C([Si](C(C)C)(C(C)C)[O:5][C:6]1[CH:7]=[C:8]2[C:13](=[CH:14][CH:15]=1)[CH:12]=[C:11]([C:16]#[C:17][C:18]1[CH:23]=[CH:22][C:21]([CH2:24][CH2:25][CH2:26][OH:27])=[CH:20][CH:19]=1)[CH:10]=[CH:9]2)(C)C.[F-].C([N+](CCCC)(CCCC)CCCC)CCC. Product: [OH:27][CH2:26][CH2:25][CH2:24][C:21]1[CH:20]=[CH:19][C:18]([C:17]#[C:16][C:11]2[CH:12]=[C:13]3[C:8](=[CH:9][CH:10]=2)[CH:7]=[C:6]([OH:5])[CH:15]=[CH:14]3)=[CH:23][CH:22]=1. The catalyst class is: 1. (4) Reactant: [F:1][C:2]1[CH:3]=[C:4]([C:8]2[N:13]=[CH:12][C:11]([C:14]([OH:16])=O)=[CH:10][CH:9]=2)[CH:5]=[CH:6][CH:7]=1.CCN=C=NCCCN(C)C.C(Cl)CCl.C1C=CC2N(O)N=NC=2C=1.[F:42][C:43]([F:53])([F:52])[CH2:44][N:45]1[CH2:50][CH2:49][CH:48]([NH2:51])[CH2:47][CH2:46]1.CN1CCOCC1. Product: [F:53][C:43]([F:42])([F:52])[CH2:44][N:45]1[CH2:50][CH2:49][CH:48]([NH2:51])[CH2:47][CH2:46]1.[F:1][C:2]1[CH:3]=[C:4]([C:8]2[CH:9]=[CH:10][C:11]([C:14]([NH:51][CH:48]3[CH2:49][CH2:50][N:45]([CH2:44][C:43]([F:53])([F:42])[F:52])[CH2:46][CH2:47]3)=[O:16])=[CH:12][N:13]=2)[CH:5]=[CH:6][CH:7]=1. The catalyst class is: 287.